This data is from Catalyst prediction with 721,799 reactions and 888 catalyst types from USPTO. The task is: Predict which catalyst facilitates the given reaction. (1) Reactant: C([O:3][C:4](=[O:20])[CH2:5][CH:6]([N:10]1[C:14]2[CH:15]=[CH:16][CH:17]=[CH:18][C:13]=2[NH:12][C:11]1=[O:19])[CH2:7][CH2:8][CH3:9])C.C(=O)([O-])[O-].[K+].[K+].Br[CH2:28][C:29]1[CH:34]=[C:33]([CH3:35])[CH:32]=[CH:31][C:30]=1[CH3:36]. Product: [CH3:36][C:30]1[CH:31]=[CH:32][C:33]([CH3:35])=[CH:34][C:29]=1[CH2:28][N:12]1[C:13]2[CH:18]=[CH:17][CH:16]=[CH:15][C:14]=2[N:10]([CH:6]([CH2:7][CH2:8][CH3:9])[CH2:5][C:4]([OH:3])=[O:20])[C:11]1=[O:19]. The catalyst class is: 3. (2) Reactant: [F:1][C:2]1[C:7]([F:8])=[CH:6][CH:5]=[C:4]([NH2:9])[C:3]=1[NH:10][C:11]1[CH:16]=[CH:15][CH:14]=[CH:13][CH:12]=1.C1C=N[C:20]2N(O)N=[N:25][C:19]=2[CH:18]=1.CN1CC[O:31][CH2:30]C1.CCN=C=NCCCN(C)C.[ClH:45]. Product: [ClH:45].[ClH:45].[F:8][C:7]1[CH:6]=[CH:5][C:4]2[N:9]=[C:20]([C@@H:19]([NH2:25])[CH2:18][O:31][CH3:30])[N:10]([C:11]3[CH:16]=[CH:15][CH:14]=[CH:13][CH:12]=3)[C:3]=2[C:2]=1[F:1]. The catalyst class is: 34.